From a dataset of Forward reaction prediction with 1.9M reactions from USPTO patents (1976-2016). Predict the product of the given reaction. Given the reactants F[C:2](F)(F)[C:3]([OH:5])=O.C(OC(NC1CCN([CH:22]2[CH2:27][CH:26]([C:28]3[CH:33]=[CH:32][CH:31]=[CH:30][CH:29]=3)[CH:25]([C:34]([NH:36][C:37]3[CH:49]=[CH:48][C:40]([C:41]([O:43]C(C)(C)C)=[O:42])=[CH:39][CH:38]=3)=[O:35])[N:24]([C:50](=[O:65])/[CH:51]=[CH:52]/[C:53]3[CH:58]=[C:57]([Cl:59])[CH:56]=[CH:55][C:54]=3[N:60]3[CH:64]=[N:63][N:62]=[N:61]3)[CH2:23]2)CC1)=O)(C)(C)C, predict the reaction product. The product is: [Cl:59][C:57]1[CH:56]=[CH:55][C:54]([N:60]2[CH:64]=[N:63][N:62]=[N:61]2)=[C:53](/[CH:52]=[CH:51]/[C:50]([N:24]2[CH2:23][CH:22]([O:5][CH:3]3[CH2:2][CH2:25][NH:24][CH2:23][CH2:22]3)[CH2:27][CH:26]([CH:28]3[CH2:33][CH2:32][CH2:31][CH2:30][CH2:29]3)[CH:25]2[C:34]([NH:36][C:37]2[CH:49]=[CH:48][C:40]([C:41]([OH:43])=[O:42])=[CH:39][CH:38]=2)=[O:35])=[O:65])[CH:58]=1.